From a dataset of Peptide-MHC class II binding affinity with 134,281 pairs from IEDB. Regression. Given a peptide amino acid sequence and an MHC pseudo amino acid sequence, predict their binding affinity value. This is MHC class II binding data. The peptide sequence is YVVSSFDNIKVFLEG. The MHC is DRB1_1501 with pseudo-sequence DRB1_1501. The binding affinity (normalized) is 0.180.